Dataset: Full USPTO retrosynthesis dataset with 1.9M reactions from patents (1976-2016). Task: Predict the reactants needed to synthesize the given product. (1) Given the product [Cl:29][C:30]1[N:35]=[C:34]([NH:1][C:2]2[CH:28]=[CH:27][CH:26]=[CH:25][C:3]=2[CH2:4][NH:5][C:6]([NH:8][C:9]2[N:13]([C:14]3[CH:19]=[CH:18][C:17]([CH3:20])=[CH:16][CH:15]=3)[N:12]=[C:11]([C:21]([CH3:23])([CH3:24])[CH3:22])[CH:10]=2)=[O:7])[CH:33]=[CH:32][N:31]=1, predict the reactants needed to synthesize it. The reactants are: [NH2:1][C:2]1[CH:28]=[CH:27][CH:26]=[CH:25][C:3]=1[CH2:4][NH:5][C:6]([NH:8][C:9]1[N:13]([C:14]2[CH:19]=[CH:18][C:17]([CH3:20])=[CH:16][CH:15]=2)[N:12]=[C:11]([C:21]([CH3:24])([CH3:23])[CH3:22])[CH:10]=1)=[O:7].[Cl:29][C:30]1[N:35]=[C:34](Cl)[CH:33]=[CH:32][N:31]=1.C(N(CC)C(C)C)(C)C.[Cl-].[NH4+]. (2) Given the product [CH3:1][O:2][C:3]1[CH:8]=[CH:7][C:6]([NH:9][C:10]([C:12]2[C:20]3[C:19]4[CH:21]=[C:22]([NH:25][C:28](=[O:30])[CH3:29])[CH:23]=[CH:24][C:18]=4[O:17][C:16]=3[C:15]([O:26][CH3:27])=[CH:14][CH:13]=2)=[O:11])=[CH:5][CH:4]=1, predict the reactants needed to synthesize it. The reactants are: [CH3:1][O:2][C:3]1[CH:8]=[CH:7][C:6]([NH:9][C:10]([C:12]2[C:20]3[C:19]4[CH:21]=[C:22]([NH2:25])[CH:23]=[CH:24][C:18]=4[O:17][C:16]=3[C:15]([O:26][CH3:27])=[CH:14][CH:13]=2)=[O:11])=[CH:5][CH:4]=1.[C:28](Cl)(=[O:30])[CH3:29].N1C=CC=CC=1.